From a dataset of HIV replication inhibition screening data with 41,000+ compounds from the AIDS Antiviral Screen. Binary Classification. Given a drug SMILES string, predict its activity (active/inactive) in a high-throughput screening assay against a specified biological target. (1) The compound is O=C1C=CC2(CCCCCCC2=O)CC1. The result is 0 (inactive). (2) The drug is CCN(CC)C1Oc2cc3c(cc2C(c2ccc(OC)cc2)C1C)OCO3. The result is 0 (inactive). (3) The compound is CCCC(=O)CC(C)C(=O)C(=O)NC12CC3CC(CC(C3)C1)C2. The result is 0 (inactive).